Dataset: Catalyst prediction with 721,799 reactions and 888 catalyst types from USPTO. Task: Predict which catalyst facilitates the given reaction. Reactant: C(OC[N:9]1[C:13]2[N:14]=[N:15][CH:16]=[C:17]([C:18]3[CH:19]=[N:20][N:21]([C@@H:23]([CH:27]4[CH2:32][CH2:31][CH2:30][CH2:29][CH2:28]4)[CH2:24][C:25]#[N:26])[CH:22]=3)[C:12]=2[CH:11]=[CH:10]1)(=O)C(C)(C)C.[OH-].[Na+]. Product: [N:14]1[C:13]2[NH:9][CH:10]=[CH:11][C:12]=2[C:17]([C:18]2[CH:19]=[N:20][N:21]([C@@H:23]([CH:27]3[CH2:32][CH2:31][CH2:30][CH2:29][CH2:28]3)[CH2:24][C:25]#[N:26])[CH:22]=2)=[CH:16][N:15]=1. The catalyst class is: 5.